This data is from Reaction yield outcomes from USPTO patents with 853,638 reactions. The task is: Predict the reaction yield, written as a fraction of the theoretical maximum amount of product (1.0 means a 100% yield; for example, 0.34 means a 34% yield). (1) The product is [C:1]([O:5][C:6]([C:8]1[CH:13]=[CH:12][C:11]([S:14]([NH:17][C:31]([NH:30][C:22]2[CH:21]=[C:20]([Cl:19])[CH:29]=[CH:28][C:23]=2[C:24]([O:26][CH3:27])=[O:25])=[O:32])(=[O:16])=[O:15])=[CH:10][C:9]=1[OH:18])=[O:7])([CH3:4])([CH3:2])[CH3:3]. The yield is 1.00. The reactants are [C:1]([O:5][C:6]([C:8]1[CH:13]=[CH:12][C:11]([S:14]([NH2:17])(=[O:16])=[O:15])=[CH:10][C:9]=1[OH:18])=[O:7])([CH3:4])([CH3:3])[CH3:2].[Cl:19][C:20]1[CH:21]=[C:22]([NH:30][C:31](OC2C=CC=CC=2)=[O:32])[C:23](=[CH:28][CH:29]=1)[C:24]([O:26][CH3:27])=[O:25]. No catalyst specified. (2) The product is [Br:1][C:2]1[CH:3]=[C:4]([O:11][CH3:12])[C:5]2[O:10][CH2:9][O:8][C:6]=2[CH:7]=1. The catalyst is CN(C)C=O. The reactants are [Br:1][C:2]1[CH:7]=[C:6]([O:8][CH3:9])[C:5]([OH:10])=[C:4]([OH:11])[CH:3]=1.[C:12](=O)([O-])[O-].[K+].[K+].BrCBr. The yield is 0.520. (3) The reactants are [CH3:1][C:2]1[CH:11]=[CH:10][C:9]2[C:4](=[CH:5][CH:6]=[C:7]([OH:12])[CH:8]=2)[N:3]=1.[C:13]([C@@H:17]1[CH2:22][CH2:21][C@H:20](O)[CH2:19][CH2:18]1)([CH3:16])([CH3:15])[CH3:14].C1(P(C2C=CC=CC=2)C2C=CC=CC=2)C=CC=CC=1.O1CCCC1.N(C(OC(C)C)=O)=NC(OC(C)C)=O. No catalyst specified. The product is [C:13]([C@H:17]1[CH2:22][CH2:21][C@H:20]([O:12][C:7]2[CH:8]=[C:9]3[C:4](=[CH:5][CH:6]=2)[N:3]=[C:2]([CH3:1])[CH:11]=[CH:10]3)[CH2:19][CH2:18]1)([CH3:16])([CH3:15])[CH3:14]. The yield is 0.560. (4) The reactants are [CH3:1][O:2][C:3]1[C:8]([O:9][CH3:10])=[C:7]([O:11][CH3:12])[CH:6]=[C:5]([CH3:13])[C:4]=1[CH:14]([C:16]1[C:17]([O:24][CH3:25])=[N:18][CH:19]=[C:20]([Br:23])[C:21]=1[Cl:22])[OH:15]. The catalyst is C1(C)C=CC=CC=1.[O-2].[O-2].[Mn+4]. The product is [CH3:1][O:2][C:3]1[C:8]([O:9][CH3:10])=[C:7]([O:11][CH3:12])[CH:6]=[C:5]([CH3:13])[C:4]=1[C:14]([C:16]1[C:17]([O:24][CH3:25])=[N:18][CH:19]=[C:20]([Br:23])[C:21]=1[Cl:22])=[O:15]. The yield is 0.870.